This data is from Forward reaction prediction with 1.9M reactions from USPTO patents (1976-2016). The task is: Predict the product of the given reaction. Given the reactants [ClH:1].CO.[CH2:4]([N:11]1[CH2:16][CH2:15][CH:14]([NH:17][C:18]2[N:23]=[CH:22][C:21](/[CH:24]=[CH:25]/[C:26]([NH:28][O:29]C3CCCCO3)=[O:27])=[CH:20][CH:19]=2)[CH2:13][CH2:12]1)[C:5]1[CH:10]=[CH:9][CH:8]=[CH:7][CH:6]=1, predict the reaction product. The product is: [ClH:1].[ClH:1].[CH2:4]([N:11]1[CH2:16][CH2:15][CH:14]([NH:17][C:18]2[N:23]=[CH:22][C:21](/[CH:24]=[CH:25]/[C:26]([NH:28][OH:29])=[O:27])=[CH:20][CH:19]=2)[CH2:13][CH2:12]1)[C:5]1[CH:6]=[CH:7][CH:8]=[CH:9][CH:10]=1.